From a dataset of Forward reaction prediction with 1.9M reactions from USPTO patents (1976-2016). Predict the product of the given reaction. (1) Given the reactants [CH:1]1([N:5]([C@H:18]2[CH2:22][CH2:21][CH2:20][C@@H:19]2[NH:23]C(=O)OC(C)(C)C)[C:6](=[O:17])[C:7]2[C:12]([O:13][CH3:14])=[CH:11][CH:10]=[CH:9][C:8]=2[O:15][CH3:16])[CH2:4][CH2:3][CH2:2]1.[ClH:31].O1CCOCC1, predict the reaction product. The product is: [ClH:31].[NH2:23][C@H:19]1[CH2:20][CH2:21][CH2:22][C@@H:18]1[N:5]([CH:1]1[CH2:4][CH2:3][CH2:2]1)[C:6](=[O:17])[C:7]1[C:8]([O:15][CH3:16])=[CH:9][CH:10]=[CH:11][C:12]=1[O:13][CH3:14]. (2) Given the reactants I[C:2]1[CH:3]=[C:4]([CH2:14][O:15][C:16]2[CH:21]=[CH:20][C:19]([CH2:22][CH2:23][C:24]([O:26][CH2:27][CH3:28])=[O:25])=[C:18]([CH3:29])[C:17]=2[CH3:30])[C:5]2[O:9][C:8]([CH2:10][CH2:11][CH3:12])=[CH:7][C:6]=2[CH:13]=1.[Li+].[Cl-].CCN(C(C)C)C(C)C.[C:42](OC(=O)C)(=[O:44])[CH3:43], predict the reaction product. The product is: [C:42]([C:2]1[CH:3]=[C:4]([CH2:14][O:15][C:16]2[CH:21]=[CH:20][C:19]([CH2:22][CH2:23][C:24]([O:26][CH2:27][CH3:28])=[O:25])=[C:18]([CH3:29])[C:17]=2[CH3:30])[C:5]2[O:9][C:8]([CH2:10][CH2:11][CH3:12])=[CH:7][C:6]=2[CH:13]=1)(=[O:44])[CH3:43]. (3) Given the reactants [Cl:1][C:2]1[N:7]=[CH:6][N:5]=[C:4]([C:8](=[O:10])[CH3:9])[C:3]=1[CH3:11].[BH4-].[Na+], predict the reaction product. The product is: [Cl:1][C:2]1[N:7]=[CH:6][N:5]=[C:4]([CH:8]([OH:10])[CH3:9])[C:3]=1[CH3:11].